From a dataset of Experimentally validated miRNA-target interactions with 360,000+ pairs, plus equal number of negative samples. Binary Classification. Given a miRNA mature sequence and a target amino acid sequence, predict their likelihood of interaction. (1) The miRNA is hsa-miR-96-3p with sequence AAUCAUGUGCAGUGCCAAUAUG. The protein sequence of the target gene is MFAGLQDLGVANGEDLKETLTNCTEPLKAIEQFQTENGVLLPSLQSALPFLDLHGTPRLEFHQSVFDELRDKLLERVSAIASEGKAEERYKKLEDLLEKSFSLVKMPSLQPVVMCVMKHLPKVPEKKLKLVMADKELYRACAVEVKRQIWQDNQALFGDEVSPLLKQYILEKESALFSTELSVLHNFFSPSPKTRRQGEVVQKLTQMVGKNVKLYDMVLQFLRTLFLRTRNVHYCTLRAELLMSLHDLDVSDICTVDPCHKFTWCLDACIRERFVDSKRARELQGFLDGVKKGQEQVLGD.... Result: 0 (no interaction). (2) The miRNA is mmu-miR-467d-5p with sequence UAAGUGCGCGCAUGUAUAUGCG. The protein sequence of the target gene is MDETSPLVSPERAQPPDYTFPSGSGAHFPQVPGGAVRVAAAAGSGPSPPGSPGHDRERQPLLDRARGAAAQGQTQTVAAQAQALAAQAAAAAHAAQAHRERNEFPEDPEFEAVVRQAELAIERCIFPERIYQGSSGSYFVKDPQGRIIAVFKPKNEEPYGHLNPKWTKWLQKLCCPCCFGRDCLVLNQGYLSEAGASLVDQKLELNIVPRTKVVYLASETFNYSAIDRVKSRGKRLALEKVPKVGQRFNRIGLPPKVGSFQLFVEGYKDADYWLRRFEAEPLPENTNRQLLLQFERLVVL.... Result: 0 (no interaction). (3) The miRNA is hsa-miR-4321 with sequence UUAGCGGUGGACCGCCCUGCG. Result: 0 (no interaction). The protein sequence of the target gene is MSLGIMEEEDLAEYFRLQYGERLLQMLQKLPNVEGASESPSIWLLEKKKETEIMHQTMVQKKKMFQRRMETLNLRWEELGVKEAQLKAHIQKSEQFIQENDQKRIRAMKKANKERELKCQHMQELTKRKQEMVALRLEHQRLSAKLKDYYIFNKYLEKVVENSEFEEIHEVIARYKTLVSMRHDLMQSAQEGQEKIERAKARLARYMEEKDDEILQQNNELARLQMRFDRARSNVIFWESRWAHIQNTAAKKTLLLGTIKMATLNLFQIVSKHLKEVTEVALEDTHKQLDMIQQFIQDRS....